This data is from NCI-60 drug combinations with 297,098 pairs across 59 cell lines. The task is: Regression. Given two drug SMILES strings and cell line genomic features, predict the synergy score measuring deviation from expected non-interaction effect. (1) Drug 1: CCC1(CC2CC(C3=C(CCN(C2)C1)C4=CC=CC=C4N3)(C5=C(C=C6C(=C5)C78CCN9C7C(C=CC9)(C(C(C8N6C)(C(=O)OC)O)OC(=O)C)CC)OC)C(=O)OC)O.OS(=O)(=O)O. Drug 2: CN(CCCl)CCCl.Cl. Cell line: RXF 393. Synergy scores: CSS=11.8, Synergy_ZIP=-4.23, Synergy_Bliss=-0.785, Synergy_Loewe=-1.98, Synergy_HSA=-1.92. (2) Drug 1: CC1C(C(CC(O1)OC2CC(CC3=C2C(=C4C(=C3O)C(=O)C5=C(C4=O)C(=CC=C5)OC)O)(C(=O)CO)O)N)O.Cl. Drug 2: C1=NC2=C(N1)C(=S)N=C(N2)N. Cell line: M14. Synergy scores: CSS=28.0, Synergy_ZIP=-3.83, Synergy_Bliss=-0.478, Synergy_Loewe=-1.75, Synergy_HSA=1.07.